Dataset: Full USPTO retrosynthesis dataset with 1.9M reactions from patents (1976-2016). Task: Predict the reactants needed to synthesize the given product. (1) The reactants are: [CH:1]1([N:4]2[C:13]3[C:8](=[CH:9][C:10]([F:24])=[C:11]([N:18]4[CH2:23][CH2:22][NH:21][CH2:20][CH2:19]4)[C:12]=3[O:14][CH:15]([F:17])[F:16])[C:7](=[O:25])[C:6]([C:26]([O:28]CC)=O)=[C:5]2[SH:31])[CH2:3][CH2:2]1.[CH:32]1([N:35]2C3C(=CC(F)=C(F)C=3OC)C(=O)C3C(O)=C(C#N)SC2=3)C[CH2:33]1. Given the product [CH:1]1([N:4]2[C:13]3[C:8](=[CH:9][C:10]([F:24])=[C:11]([N:18]4[CH2:23][CH2:22][NH:21][CH2:20][CH2:19]4)[C:12]=3[O:14][CH:15]([F:17])[F:16])[C:7](=[O:25])[C:6]3[C:26]([OH:28])=[C:33]([C:32]#[N:35])[S:31][C:5]2=3)[CH2:2][CH2:3]1, predict the reactants needed to synthesize it. (2) Given the product [C:31]([C@H:27]1[CH2:28][CH2:29][CH2:30][N:26]1[C:24](=[O:25])[CH2:23][O:22][C:18]1[CH:17]=[C:16]([CH:21]=[CH:20][CH:19]=1)[O:15][CH2:14][C:13]([N:9]1[CH2:10][CH2:11][CH2:12][C@@H:8]1[C:6]([OH:7])=[O:5])=[O:38])([OH:33])=[O:32], predict the reactants needed to synthesize it. The reactants are: C([O:5][C:6]([C@H:8]1[CH2:12][CH2:11][CH2:10][N:9]1[C:13](=[O:38])[CH2:14][O:15][C:16]1[CH:21]=[CH:20][CH:19]=[C:18]([O:22][CH2:23][C:24]([N:26]2[CH2:30][CH2:29][CH2:28][C@@H:27]2[C:31]([O:33]C(C)(C)C)=[O:32])=[O:25])[CH:17]=1)=[O:7])(C)(C)C. (3) The reactants are: [CH3:1][S:2]([CH2:5][C:6]1[N:11]=[CH:10][C:9]([O:12][C:13]2[CH:14]=[C:15]3[C:19](=[C:20]([O:22][CH:23]4[CH2:28][CH2:27][O:26][CH2:25][CH2:24]4)[CH:21]=2)[NH:18][C:17]([C:29]2[S:30][CH:31]([CH2:34][C:35](O)=[O:36])[CH2:32][N:33]=2)=[CH:16]3)=[CH:8][CH:7]=1)(=[O:4])=[O:3].O.O[N:40]1C2C=CC=CC=2N=N1.Cl.C(N=C=NCCCN(C)C)C.N. Given the product [CH3:1][S:2]([CH2:5][C:6]1[N:11]=[CH:10][C:9]([O:12][C:13]2[CH:14]=[C:15]3[C:19](=[C:20]([O:22][CH:23]4[CH2:24][CH2:25][O:26][CH2:27][CH2:28]4)[CH:21]=2)[NH:18][C:17]([C:29]2[S:30][CH:31]([CH2:34][C:35]([NH2:40])=[O:36])[CH2:32][N:33]=2)=[CH:16]3)=[CH:8][CH:7]=1)(=[O:4])=[O:3], predict the reactants needed to synthesize it. (4) Given the product [CH3:20][O:21][C:22]1[CH:23]=[N:24][CH:25]=[C:26]([C:38]2[CH:43]=[CH:42][C:41]([C:44]3[O:45][C:46]([CH3:57])=[C:47]([CH2:49][CH2:50][N:51]4[CH2:55][CH2:54][CH2:53][C@H:52]4[CH3:56])[N:48]=3)=[CH:40][CH:39]=2)[CH:27]=1, predict the reactants needed to synthesize it. The reactants are: C1(P(C2C=CC=CC=2)C2C=CC=CC=2)C=CC=CC=1.[CH3:20][O:21][C:22]1[CH:23]=[N:24][CH:25]=[C:26](B2OC(C)(C)C(C)(C)O2)[CH:27]=1.Br[C:38]1[CH:43]=[CH:42][C:41]([C:44]2[O:45][C:46]([CH3:57])=[C:47]([CH2:49][CH2:50][N:51]3[CH2:55][CH2:54][CH2:53][C@H:52]3[CH3:56])[N:48]=2)=[CH:40][CH:39]=1.C(=O)([O-])[O-].[K+].[K+]. (5) Given the product [C:30]1([C:28]2[CH:29]=[CH:24][N:25]=[C:26]([C:9]3[CH:21]=[CH:20][C:19]4[C:18]5[C:13](=[CH:14][CH:15]=[CH:16][CH:17]=5)[NH:12][C:11]=4[CH:10]=3)[CH:27]=2)[CH:31]=[CH:32][CH:33]=[CH:34][CH:35]=1, predict the reactants needed to synthesize it. The reactants are: CC1(C)C(C)(C)OB([C:9]2[CH:21]=[CH:20][C:19]3[C:18]4[C:13](=[CH:14][CH:15]=[CH:16][CH:17]=4)[NH:12][C:11]=3[CH:10]=2)O1.Cl[C:24]1[CH:29]=[C:28]([C:30]2[CH:35]=[CH:34][CH:33]=[CH:32][CH:31]=2)[CH:27]=[CH:26][N:25]=1.C1(P(C2CCCCC2)C2CCCCC2)CCCCC1.[O-]P([O-])([O-])=O.[K+].[K+].[K+]. (6) Given the product [C:22]([O:26][C:27](=[O:52])[NH:28][C@H:29]([C:33]([C:46]1[CH:51]=[CH:50][CH:49]=[CH:48][CH:47]=1)([C:40]1[CH:41]=[CH:42][CH:43]=[CH:44][CH:45]=1)[O:34][SiH2:35][C:36]([CH3:39])([CH3:38])[CH3:37])[CH2:21][CH2:20][N:17]1[CH2:15][CH:19]([C:7](=[O:8])[C:6]2[CH:5]=[CH:4][C:3]([F:2])=[CH:14][CH:13]=2)[CH2:18]1)([CH3:23])([CH3:24])[CH3:25], predict the reactants needed to synthesize it. The reactants are: Cl.[F:2][C:3]1[CH:14]=[CH:13][C:6]([C:7](N2CCC2)=[O:8])=[CH:5][CH:4]=1.[CH2:15]([N:17]([CH2:20][CH3:21])[CH2:18][CH3:19])C.[C:22]([O:26][C:27](=[O:52])[NH:28][C@H:29]([C:33]([C:46]1[CH:51]=[CH:50][CH:49]=[CH:48][CH:47]=1)([C:40]1[CH:45]=[CH:44][CH:43]=[CH:42][CH:41]=1)[O:34][SiH2:35][C:36]([CH3:39])([CH3:38])[CH3:37])CCI)([CH3:25])([CH3:24])[CH3:23]. (7) Given the product [Cl:1][C:2]1[CH:7]=[CH:6][C:5]([C:8]2[N:12]=[C:11]([CH2:13][OH:14])[S:10][N:9]=2)=[C:4]([O:18][CH3:19])[CH:3]=1, predict the reactants needed to synthesize it. The reactants are: [Cl:1][C:2]1[CH:7]=[CH:6][C:5]([C:8]2[N:12]=[C:11]([C:13](OCC)=[O:14])[S:10][N:9]=2)=[C:4]([O:18][CH3:19])[CH:3]=1.[BH4-].[Na+].